From a dataset of Full USPTO retrosynthesis dataset with 1.9M reactions from patents (1976-2016). Predict the reactants needed to synthesize the given product. (1) Given the product [CH3:23][C:22]1[O:21][N:20]=[C:13]2[C:14]3[C:19](=[CH:18][N:17]=[CH:16][CH:15]=3)[N:10]([CH:6]3[CH2:7][CH2:8][CH2:9][CH:4]([CH2:3][NH:2][C:25](=[O:32])[C:26]4[CH:31]=[CH:30][CH:29]=[N:28][CH:27]=4)[CH2:5]3)[C:11](=[O:24])[C:12]=12, predict the reactants needed to synthesize it. The reactants are: I.[NH2:2][CH2:3][CH:4]1[CH2:9][CH2:8][CH2:7][CH:6]([N:10]2[C:19]3[C:14](=[CH:15][CH:16]=[N:17][CH:18]=3)[C:13]3=[N:20][O:21][C:22]([CH3:23])=[C:12]3[C:11]2=[O:24])[CH2:5]1.[C:25](O)(=[O:32])[C:26]1[CH:31]=[CH:30][CH:29]=[N:28][CH:27]=1.Cl.CN(C)CCCN=C=NCC.ON1C2N=CC=CC=2N=N1.C(N(CC)C(C)C)(C)C. (2) Given the product [F:21][C:22]1[CH:23]=[C:24]([NH:29][C:30]([NH:13][C:10]2[CH:11]=[CH:12][C:7]([O:6][CH2:5][CH2:4][CH2:3][N:2]([CH3:1])[CH3:20])=[C:8]([C:14]3[N:15]([CH3:19])[N:16]=[CH:17][CH:18]=3)[CH:9]=2)=[O:31])[CH:25]=[CH:26][C:27]=1[F:28], predict the reactants needed to synthesize it. The reactants are: [CH3:1][N:2]([CH3:20])[CH2:3][CH2:4][CH2:5][O:6][C:7]1[CH:12]=[CH:11][C:10]([NH2:13])=[CH:9][C:8]=1[C:14]1[N:15]([CH3:19])[N:16]=[CH:17][CH:18]=1.[F:21][C:22]1[CH:23]=[C:24]([N:29]=[C:30]=[O:31])[CH:25]=[CH:26][C:27]=1[F:28]. (3) Given the product [C:1]([N:9]1[C:17]2[C:16]([Cl:29])=[CH:15][CH:14]=[C:13]3[CH2:18][CH2:19][N:20]([C:22]([O:24][C:25]([CH3:28])([CH3:27])[CH3:26])=[O:23])[CH2:21][CH:11]([C:12]=23)[CH2:10]1)(=[O:8])[C:2]1[CH:7]=[CH:6][CH:5]=[CH:4][CH:3]=1, predict the reactants needed to synthesize it. The reactants are: [C:1]([N:9]1[C:17]2[CH:16]=[CH:15][CH:14]=[C:13]3[CH2:18][CH2:19][N:20]([C:22]([O:24][C:25]([CH3:28])([CH3:27])[CH3:26])=[O:23])[CH2:21][CH:11]([C:12]=23)[CH2:10]1)(=[O:8])[C:2]1[CH:7]=[CH:6][CH:5]=[CH:4][CH:3]=1.[Cl:29]N1C(=O)CCC1=O.C(=O)(O)[O-].[Na+]. (4) Given the product [C:25]([O:1][C@H:2]([C:19]1[CH:20]=[CH:21][CH:22]=[CH:23][CH:24]=1)[CH2:3][NH:4][C:5]([C@@H:7]([CH2:16][CH:17]=[CH2:18])[CH2:8][C:9]([O:11][C:12]([CH3:15])([CH3:14])[CH3:13])=[O:10])=[O:6])(=[O:31])[CH2:26][CH2:27][CH2:28][CH:29]=[CH2:30], predict the reactants needed to synthesize it. The reactants are: [OH:1][C@H:2]([C:19]1[CH:24]=[CH:23][CH:22]=[CH:21][CH:20]=1)[CH2:3][NH:4][C:5]([C@@H:7]([CH2:16][CH:17]=[CH2:18])[CH2:8][C:9]([O:11][C:12]([CH3:15])([CH3:14])[CH3:13])=[O:10])=[O:6].[C:25](O)(=[O:31])[CH2:26][CH2:27][CH2:28][CH:29]=[CH2:30]. (5) Given the product [C:12]1([C:15]2[CH:20]=[CH:19][CH:18]=[CH:17][CH:16]=2)[CH:13]=[CH:14][C:9]([CH2:8][C@H:3]([NH:2][C:26]2[C:27](=[O:33])[C:28](=[O:29])[C:25]=2[O:24][CH:21]([CH3:23])[CH3:22])[C:4]([O:6][CH3:7])=[O:5])=[CH:10][CH:11]=1, predict the reactants needed to synthesize it. The reactants are: Cl.[NH2:2][C@@H:3]([CH2:8][C:9]1[CH:14]=[CH:13][C:12]([C:15]2[CH:20]=[CH:19][CH:18]=[CH:17][CH:16]=2)=[CH:11][CH:10]=1)[C:4]([O:6][CH3:7])=[O:5].[CH:21]([O:24][C:25]1[C:26](=O)[C:27](=[O:33])[C:28]=1[O:29]C(C)C)([CH3:23])[CH3:22].CCN(C(C)C)C(C)C. (6) The reactants are: [Cl:1][C:2]1[CH:3]=[C:4]([S:9]([NH:12][C:13]2[CH:21]=[CH:20][C:16]([C:17]([OH:19])=[O:18])=[C:15]([OH:22])[CH:14]=2)(=[O:11])=[O:10])[CH:5]=[C:6]([Cl:8])[CH:7]=1.[CH3:23][O:24][CH2:25][CH:26](O)[CH2:27][O:28][CH3:29]. Given the product [Cl:8][C:6]1[CH:5]=[C:4]([S:9]([NH:12][C:13]2[CH:21]=[CH:20][C:16]([C:17]([O:19][CH:26]([CH2:27][O:28][CH3:29])[CH2:25][O:24][CH3:23])=[O:18])=[C:15]([OH:22])[CH:14]=2)(=[O:10])=[O:11])[CH:3]=[C:2]([Cl:1])[CH:7]=1, predict the reactants needed to synthesize it. (7) Given the product [OH:34][N:33]=[C:29]1[C:30]2[C:26](=[CH:25][C:24]([C:22]([C:14]3[C:15]4[C:16](=[CH:17][N:18]=[CH:19][CH:20]=4)[S:21][C:13]=3[NH:8][C:9](=[O:12])[CH2:10][CH3:11])=[O:23])=[CH:32][CH:31]=2)[CH2:27][CH2:28]1, predict the reactants needed to synthesize it. The reactants are: COC1C=CC(C[N:8]([C:13]2[S:21][C:16]3=[CH:17][N:18]=[CH:19][CH:20]=[C:15]3[C:14]=2[C:22]([C:24]2[CH:25]=[C:26]3[C:30](=[CH:31][CH:32]=2)[C:29](=[N:33][OH:34])[CH2:28][CH2:27]3)=[O:23])[C:9](=[O:12])[CH2:10][CH3:11])=CC=1.O.